Dataset: Reaction yield outcomes from USPTO patents with 853,638 reactions. Task: Predict the reaction yield, written as a fraction of the theoretical maximum amount of product (1.0 means a 100% yield; for example, 0.34 means a 34% yield). (1) The reactants are [CH3:1][O:2][C:3](=[O:21])[C@@H:4]([NH:13][C:14]([O:16][C:17]([CH3:20])([CH3:19])[CH3:18])=[O:15])[CH2:5][C:6]1[CH:11]=[CH:10][C:9]([NH2:12])=[CH:8][CH:7]=1.Cl[C:23]1[C:32]([C:33]#[N:34])=[CH:31][C:30]2[C:25](=[CH:26][CH:27]=[N:28][CH:29]=2)[N:24]=1.C(N(C(C)C)CC)(C)C. The catalyst is CCO. The product is [CH3:1][O:2][C:3](=[O:21])[C@@H:4]([NH:13][C:14]([O:16][C:17]([CH3:18])([CH3:20])[CH3:19])=[O:15])[CH2:5][C:6]1[CH:11]=[CH:10][C:9]([NH:12][C:23]2[C:32]([C:33]#[N:34])=[CH:31][C:30]3[C:25](=[CH:26][CH:27]=[N:28][CH:29]=3)[N:24]=2)=[CH:8][CH:7]=1. The yield is 0.340. (2) The reactants are C([O:8][C:9]1[CH:14]=[CH:13][C:12]([C@@H:15]([OH:34])[CH2:16][NH:17][C:18]([CH3:33])([CH3:32])[CH2:19][CH2:20][N:21]2[CH:25]=[C:24]([C:26]3[CH:31]=[CH:30][CH:29]=[CH:28][CH:27]=3)[N:23]=[CH:22]2)=[CH:11][C:10]=1[NH:35][S:36]([C:39]1[CH:44]=[CH:43][CH:42]=[CH:41][CH:40]=1)(=[O:38])=[O:37])C1C=CC=CC=1.[H][H]. The catalyst is C(O)C.[Pd]. The product is [CH3:33][C:18]([NH:17][CH2:16][C@@H:15]([C:12]1[CH:13]=[CH:14][C:9]([OH:8])=[C:10]([NH:35][S:36]([C:39]2[CH:40]=[CH:41][CH:42]=[CH:43][CH:44]=2)(=[O:38])=[O:37])[CH:11]=1)[OH:34])([CH3:32])[CH2:19][CH2:20][N:21]1[CH:25]=[C:24]([C:26]2[CH:31]=[CH:30][CH:29]=[CH:28][CH:27]=2)[N:23]=[CH:22]1. The yield is 0.750.